This data is from Full USPTO retrosynthesis dataset with 1.9M reactions from patents (1976-2016). The task is: Predict the reactants needed to synthesize the given product. (1) Given the product [Cl:24][C:25]1[CH:26]=[CH:27][C:28]([CH:31]([NH:34][C:8]([N:6]2[CH2:7][C:2](=[O:1])[NH:3][C:4]3[CH:23]=[CH:22][CH:21]=[N:20][C:5]2=3)=[O:10])[CH2:32][CH3:33])=[CH:29][CH:30]=1, predict the reactants needed to synthesize it. The reactants are: [O:1]=[C:2]1[CH2:7][N:6]([C:8]([O:10]C2C=CC([N+]([O-])=O)=CC=2)=O)[C:5]2[N:20]=[CH:21][CH:22]=[CH:23][C:4]=2[NH:3]1.[Cl:24][C:25]1[CH:30]=[CH:29][C:28]([CH:31]([NH2:34])[CH2:32][CH3:33])=[CH:27][CH:26]=1.C(N(CC)CC)C.O. (2) Given the product [CH:1]([N:4]1[C:8]([C:9]2[N:18]=[C:17]3[C:16]4[CH:19]=[N:20][C:21]([N:33]5[CH:30]6[CH2:31][CH2:32][CH:26]5[C:27](=[O:34])[NH:28][CH2:29]6)=[CH:22][C:15]=4[O:14][CH2:13][CH2:12][N:11]3[CH:10]=2)=[N:7][CH:6]=[N:5]1)([CH3:2])[CH3:3], predict the reactants needed to synthesize it. The reactants are: [CH:1]([N:4]1[C:8]([C:9]2[N:18]=[C:17]3[N:11]([CH2:12][CH2:13][O:14][C:15]4[CH:22]=[C:21](O)[N:20]=[CH:19][C:16]=43)[CH:10]=2)=[N:7][CH:6]=[N:5]1)([CH3:3])[CH3:2].[H-].[Na+].[CH:26]12[NH:33][CH:30]([CH2:31][CH2:32]1)[CH2:29][NH:28][C:27]2=[O:34].C(N(CC)CC)C.